From a dataset of CYP1A2 inhibition data for predicting drug metabolism from PubChem BioAssay. Regression/Classification. Given a drug SMILES string, predict its absorption, distribution, metabolism, or excretion properties. Task type varies by dataset: regression for continuous measurements (e.g., permeability, clearance, half-life) or binary classification for categorical outcomes (e.g., BBB penetration, CYP inhibition). Dataset: cyp1a2_veith. (1) The drug is O=C1C(Cl)=C(Nc2ccc(S(=O)(=O)Nc3ccccn3)cc2)C(=O)c2ccccc21. The result is 1 (inhibitor). (2) The molecule is C[C@@]1(C(NC(=O)c2ccc(-c3ccccc3)cc2)c2ccc(Cl)cc2)C[C@H]1C1CCCCC1. The result is 0 (non-inhibitor). (3) The molecule is COc1cccc(Nc2ncc3nc(C)c(=O)n(Cc4cccs4)c3n2)c1. The result is 1 (inhibitor). (4) The drug is COC(=O)N1CCC2(CCCN(Cc3nccs3)C2)CC1. The result is 0 (non-inhibitor).